Dataset: Reaction yield outcomes from USPTO patents with 853,638 reactions. Task: Predict the reaction yield, written as a fraction of the theoretical maximum amount of product (1.0 means a 100% yield; for example, 0.34 means a 34% yield). (1) The reactants are [Br:1][C:2]1[CH:10]=[CH:9][C:8]([N+:11]([O-])=O)=[CH:7][C:3]=1[C:4]([OH:6])=[O:5].[H][H]. The catalyst is CO.[Pd]. The product is [NH2:11][C:8]1[CH:9]=[CH:10][C:2]([Br:1])=[C:3]([CH:7]=1)[C:4]([OH:6])=[O:5]. The yield is 0.912. (2) The product is [C:1]12([C:11]([O:13][CH2:14][CH2:15][NH:16][S:17]([C:20]([F:23])([F:21])[F:22])(=[O:19])=[O:18])=[O:12])[CH2:2][CH:3]3[CH2:4][CH:5]([CH2:6][CH:7]([CH2:9]3)[CH2:8]1)[CH2:10]2.[C:41]1([S+:34]([C:28]2[CH:29]=[CH:30][CH:31]=[CH:32][CH:33]=2)[C:35]2[CH:40]=[CH:39][CH:38]=[CH:37][CH:36]=2)[CH:42]=[CH:43][CH:44]=[CH:45][CH:46]=1. The reactants are [C:1]12([C:11]([O:13][CH2:14][CH2:15][NH:16][S:17]([C:20]([F:23])([F:22])[F:21])(=[O:19])=[O:18])=[O:12])[CH2:10][CH:5]3[CH2:6][CH:7]([CH2:9][CH:3]([CH2:4]3)[CH2:2]1)[CH2:8]2.O.[OH-].[Na+].[Br-].[C:28]1([S+:34]([C:41]2[CH:46]=[CH:45][CH:44]=[CH:43][CH:42]=2)[C:35]2[CH:40]=[CH:39][CH:38]=[CH:37][CH:36]=2)[CH:33]=[CH:32][CH:31]=[CH:30][CH:29]=1. The catalyst is C(Cl)(Cl)Cl. The yield is 0.870. (3) The reactants are [Cl:1][C:2]1[CH:7]=[C:6]([C:8]([CH3:10])=[CH2:9])[CH:5]=[C:4]([Cl:11])[C:3]=1[Cl:12].[F:13][B-](F)(F)F.F[B-](F)(F)F.ClC[N+]12CC[N+](F)(CC1)CC2.CC(=O)OCC. The catalyst is CN(C=O)C. The product is [Cl:1][C:2]1[CH:7]=[C:6]([C:8]([CH2:10][F:13])=[CH2:9])[CH:5]=[C:4]([Cl:11])[C:3]=1[Cl:12]. The yield is 0.360. (4) The reactants are [NH2:1][C@@H:2]([C@H:6]([OH:10])[CH:7]([CH3:9])[CH3:8])[C:3]([OH:5])=[O:4].C([O-])(O)=O.[Na+].[C:16](=O)([O-:37])[O:17][C:18]1C(C)=C(C2C=CC(C3C=CC=CC=3)=CC=2)C=CN=1.[C:39]1([C:45]2[CH:50]=[CH:49][C:48](C3C=CN(C([O-])=O)C(=O)C=3C)=[CH:47][CH:46]=2)[CH:44]=[CH:43][CH:42]=[CH:41][CH:40]=1. The catalyst is O.C1COCC1. The product is [OH:10][C@H:6]([CH:7]([CH3:9])[CH3:8])[C@H:2]([N:1]([C:48]1[CH:47]=[CH:46][C:45]([C:39]2[CH:40]=[CH:41][CH:42]=[CH:43][CH:44]=2)=[CH:50][CH:49]=1)[C:16]([O:17][CH3:18])=[O:37])[C:3]([OH:5])=[O:4]. The yield is 0.520. (5) The reactants are ClC(Cl)(Cl)C[O:4][C:5](=[O:36])[C:6]1[CH:11]=[CH:10][CH:9]=[CH:8][C:7]=1[CH2:12][S:13][C:14]1[CH:19]=[CH:18][CH:17]=[C:16]([CH:20]([C:31]([O:33][CH2:34][CH3:35])=[O:32])[C:21]2[CH:26]=[CH:25][C:24]([C:27]([F:30])([F:29])[F:28])=[CH:23][CH:22]=2)[CH:15]=1.CC(O)=O.C(Cl)Cl. The catalyst is CCCCCCC.CCOC(C)=O.[Zn]. The product is [F:30][C:27]([F:28])([F:29])[C:24]1[CH:23]=[CH:22][C:21]([CH:20]([C:31]([O:33][CH2:34][CH3:35])=[O:32])[C:16]2[CH:15]=[C:14]([S:13][CH2:12][C:7]3[CH:8]=[CH:9][CH:10]=[CH:11][C:6]=3[C:5]([OH:36])=[O:4])[CH:19]=[CH:18][CH:17]=2)=[CH:26][CH:25]=1. The yield is 0.770.